This data is from NCI-60 drug combinations with 297,098 pairs across 59 cell lines. The task is: Regression. Given two drug SMILES strings and cell line genomic features, predict the synergy score measuring deviation from expected non-interaction effect. (1) Drug 1: CCCCCOC(=O)NC1=NC(=O)N(C=C1F)C2C(C(C(O2)C)O)O. Drug 2: C(CC(=O)O)C(=O)CN.Cl. Cell line: CAKI-1. Synergy scores: CSS=-0.389, Synergy_ZIP=-2.27, Synergy_Bliss=-2.01, Synergy_Loewe=-8.98, Synergy_HSA=-7.16. (2) Drug 1: CC1CCC2CC(C(=CC=CC=CC(CC(C(=O)C(C(C(=CC(C(=O)CC(OC(=O)C3CCCCN3C(=O)C(=O)C1(O2)O)C(C)CC4CCC(C(C4)OC)OCCO)C)C)O)OC)C)C)C)OC. Drug 2: C1=NNC2=C1C(=O)NC=N2. Cell line: HOP-62. Synergy scores: CSS=10.6, Synergy_ZIP=-7.45, Synergy_Bliss=-10.9, Synergy_Loewe=-7.74, Synergy_HSA=-7.53. (3) Drug 1: CCC1(CC2CC(C3=C(CCN(C2)C1)C4=CC=CC=C4N3)(C5=C(C=C6C(=C5)C78CCN9C7C(C=CC9)(C(C(C8N6C)(C(=O)OC)O)OC(=O)C)CC)OC)C(=O)OC)O.OS(=O)(=O)O. Drug 2: C(CCl)NC(=O)N(CCCl)N=O. Cell line: COLO 205. Synergy scores: CSS=5.78, Synergy_ZIP=-1.23, Synergy_Bliss=2.07, Synergy_Loewe=-0.0639, Synergy_HSA=0.909. (4) Drug 1: C1CCC(C1)C(CC#N)N2C=C(C=N2)C3=C4C=CNC4=NC=N3. Drug 2: CC1OCC2C(O1)C(C(C(O2)OC3C4COC(=O)C4C(C5=CC6=C(C=C35)OCO6)C7=CC(=C(C(=C7)OC)O)OC)O)O. Cell line: HOP-92. Synergy scores: CSS=43.5, Synergy_ZIP=1.20, Synergy_Bliss=0.144, Synergy_Loewe=-12.8, Synergy_HSA=1.76. (5) Drug 1: CC1C(C(CC(O1)OC2CC(CC3=C2C(=C4C(=C3O)C(=O)C5=C(C4=O)C(=CC=C5)OC)O)(C(=O)C)O)N)O.Cl. Drug 2: CC=C1C(=O)NC(C(=O)OC2CC(=O)NC(C(=O)NC(CSSCCC=C2)C(=O)N1)C(C)C)C(C)C. Cell line: SNB-19. Synergy scores: CSS=54.4, Synergy_ZIP=1.09, Synergy_Bliss=2.61, Synergy_Loewe=-25.5, Synergy_HSA=4.15.